Dataset: Reaction yield outcomes from USPTO patents with 853,638 reactions. Task: Predict the reaction yield, written as a fraction of the theoretical maximum amount of product (1.0 means a 100% yield; for example, 0.34 means a 34% yield). (1) The reactants are [Cl:1][C:2]1[C:8]([C:9]([F:12])([F:11])[F:10])=[CH:7][C:5]([NH2:6])=[CH:4][CH:3]=1.[C:13](N1C=CN=C1)(N1C=CN=C1)=[O:14].[NH2:25][C:26]1[CH:41]=[CH:40][C:29]([O:30][C:31]2[CH:36]=[CH:35][N:34]=[C:33]([C:37]([NH2:39])=[O:38])[CH:32]=2)=[CH:28][CH:27]=1.CCOC(C)=O. The catalyst is ClC(Cl)C.C1COCC1. The product is [Cl:1][C:2]1[CH:3]=[CH:4][C:5]([NH:6][C:13]([NH:25][C:26]2[CH:41]=[CH:40][C:29]([O:30][C:31]3[CH:36]=[CH:35][N:34]=[C:33]([C:37](=[O:38])[NH2:39])[CH:32]=3)=[CH:28][CH:27]=2)=[O:14])=[CH:7][C:8]=1[C:9]([F:10])([F:11])[F:12]. The yield is 0.820. (2) The reactants are C[O:2][C:3](=[O:36])[C:4]1[CH:9]=[CH:8][CH:7]=[C:6]([C:10]2[O:11][C:12]([CH3:35])=[C:13]([CH2:15][N:16]([CH2:33][CH3:34])[C:17]3[CH:22]=[CH:21][C:20]([C:23]([OH:32])([C:28]([F:31])([F:30])[F:29])[C:24]([F:27])([F:26])[F:25])=[CH:19][CH:18]=3)[N:14]=2)[CH:5]=1.[Li+].[OH-].Cl.CCOCC. The catalyst is C1COCC1.O. The product is [CH2:33]([N:16]([CH2:15][C:13]1[N:14]=[C:10]([C:6]2[CH:5]=[C:4]([CH:9]=[CH:8][CH:7]=2)[C:3]([OH:36])=[O:2])[O:11][C:12]=1[CH3:35])[C:17]1[CH:22]=[CH:21][C:20]([C:23]([OH:32])([C:24]([F:25])([F:26])[F:27])[C:28]([F:30])([F:31])[F:29])=[CH:19][CH:18]=1)[CH3:34]. The yield is 0.880. (3) The reactants are [NH2:1][C:2]1[C:16]([Cl:17])=[CH:15][CH:14]=[CH:13][C:3]=1[C:4]([C:6]1[CH:11]=[CH:10][CH:9]=[CH:8][C:7]=1[F:12])=[O:5].N1C=CC=CC=1.[Br:24][CH2:25][C:26](Br)=[O:27]. The product is [Br:24][CH2:25][C:26]([NH:1][C:2]1[C:16]([Cl:17])=[CH:15][CH:14]=[CH:13][C:3]=1[C:4]([C:6]1[CH:11]=[CH:10][CH:9]=[CH:8][C:7]=1[F:12])=[O:5])=[O:27]. The catalyst is C(Cl)Cl.C(OCC)(=O)C. The yield is 0.824. (4) The reactants are [OH:1][C:2]1[C:11]2[C:6](=[N:7][CH:8]=[CH:9][CH:10]=2)[N:5]([CH2:12][CH2:13][CH:14]([CH3:16])[CH3:15])[C:4](=[O:17])[C:3]=1[C:18]1[NH:23][C:22]2[CH:24]=[CH:25][C:26]([NH:28][S:29]([N:32]3[CH2:36][CH2:35][O:34][C:33]3=O)(=[O:31])=[O:30])=[CH:27][C:21]=2[S:20](=[O:39])(=[O:38])[N:19]=1.Cl.OC1CNC1.C(=O)([O-])[O-].[K+].[K+]. The yield is 0.130. The product is [OH:34][CH:35]1[CH2:33][N:32]([S:29]([NH:28][C:26]2[CH:25]=[CH:24][C:22]3[NH:23][C:18]([C:3]4[C:4](=[O:17])[N:5]([CH2:12][CH2:13][CH:14]([CH3:15])[CH3:16])[C:6]5[C:11]([C:2]=4[OH:1])=[CH:10][CH:9]=[CH:8][N:7]=5)=[N:19][S:20](=[O:38])(=[O:39])[C:21]=3[CH:27]=2)(=[O:30])=[O:31])[CH2:36]1. The catalyst is C(#N)C. (5) The reactants are [NH2:1][C:2]1[C:7]([C:8]#[N:9])=[C:6]([C:10]2[CH:11]=[CH:12][C:13]([N:25]([CH3:27])[CH3:26])=[C:14]([NH:16][C:17](=[O:24])[CH2:18][NH:19][CH2:20][CH:21]3[CH2:23][CH2:22]3)[CH:15]=2)[CH:5]=[C:4]([C:28]2[CH:33]=[CH:32][CH:31]=[CH:30][C:29]=2[O:34]CC2C=CC(OC)=CC=2)[N:3]=1.FC(F)(F)C(O)=O.[ClH:51]. The catalyst is C1(OC)C=CC=CC=1.O.C1(C)C=CC=CC=1.O1CCOCC1. The product is [ClH:51].[NH2:1][C:2]1[C:7]([C:8]#[N:9])=[C:6]([C:10]2[CH:11]=[CH:12][C:13]([N:25]([CH3:27])[CH3:26])=[C:14]([NH:16][C:17](=[O:24])[CH2:18][NH:19][CH2:20][CH:21]3[CH2:23][CH2:22]3)[CH:15]=2)[CH:5]=[C:4]([C:28]2[CH:33]=[CH:32][CH:31]=[CH:30][C:29]=2[OH:34])[N:3]=1. The yield is 0.770. (6) The reactants are [Br:1][C:2]1[CH:3]=[C:4]([CH:24]=[CH:25][CH:26]=1)[CH2:5][C:6]1[N:10]2[C:11](=[O:23])[C:12]3[NH:13][CH:14]=[N:15][C:16]=3[N:17]([CH2:18][CH2:19][CH2:20][CH2:21][CH3:22])[C:9]2=[N:8][N:7]=1.[Br:27]N1C(=O)CCC1=O. The catalyst is O1CCCC1. The product is [Br:27][C:14]1[NH:13][C:12]2[C:11](=[O:23])[N:10]3[C:6]([CH2:5][C:4]4[CH:24]=[CH:25][CH:26]=[C:2]([Br:1])[CH:3]=4)=[N:7][N:8]=[C:9]3[N:17]([CH2:18][CH2:19][CH2:20][CH2:21][CH3:22])[C:16]=2[N:15]=1. The yield is 0.600. (7) The reactants are [OH:1][CH2:2][C:3]1[CH:8]=[CH:7][C:6]([NH:9][S:10]([C:13]2[CH:18]=[CH:17][CH:16]=[CH:15][N:14]=2)(=[O:12])=[O:11])=[CH:5][CH:4]=1.N1C=CC=CC=1.CC(OI1(OC(C)=O)(OC(C)=O)OC(=O)C2C=CC=CC1=2)=O. The catalyst is C(Cl)Cl. The product is [CH:2]([C:3]1[CH:4]=[CH:5][C:6]([NH:9][S:10]([C:13]2[CH:18]=[CH:17][CH:16]=[CH:15][N:14]=2)(=[O:12])=[O:11])=[CH:7][CH:8]=1)=[O:1]. The yield is 0.600. (8) The reactants are [Br:1][C:2]1[CH:7]=[CH:6][C:5]([O:8]C)=[C:4]([C:10]([CH3:14])([CH3:13])[CH2:11]Cl)[CH:3]=1.Cl.N1C=CC=CC=1.N1C2C(=CC=CC=2)C=CC=1. No catalyst specified. The product is [Br:1][C:2]1[CH:7]=[CH:6][C:5]2[O:8][CH2:14][C:10]([CH3:11])([CH3:13])[C:4]=2[CH:3]=1. The yield is 0.980. (9) The yield is 0.230. The catalyst is C(O)C. The product is [NH:32]1[CH:31]=[CH:30][N:26]=[C:25]1[CH2:24][CH2:23][CH2:22][O:21][C:18]1[CH:17]=[CH:16][C:15]([CH2:14][CH2:13][CH2:12][CH2:11][NH2:10])=[CH:20][CH:19]=1. The reactants are C(OC(=O)[NH:10][CH2:11][CH2:12][CH2:13][CH2:14][C:15]1[CH:20]=[CH:19][C:18]([O:21][CH2:22][CH2:23][CH2:24][C:25]#[N:26])=[CH:17][CH:16]=1)C1C=CC=CC=1.CO[CH:30](OC)[CH2:31][NH2:32].